From a dataset of NCI-60 drug combinations with 297,098 pairs across 59 cell lines. Regression. Given two drug SMILES strings and cell line genomic features, predict the synergy score measuring deviation from expected non-interaction effect. Drug 1: CC1CCC2CC(C(=CC=CC=CC(CC(C(=O)C(C(C(=CC(C(=O)CC(OC(=O)C3CCCCN3C(=O)C(=O)C1(O2)O)C(C)CC4CCC(C(C4)OC)O)C)C)O)OC)C)C)C)OC. Drug 2: CN(C(=O)NC(C=O)C(C(C(CO)O)O)O)N=O. Cell line: PC-3. Synergy scores: CSS=2.98, Synergy_ZIP=-0.639, Synergy_Bliss=-2.15, Synergy_Loewe=-23.4, Synergy_HSA=-3.54.